From a dataset of Forward reaction prediction with 1.9M reactions from USPTO patents (1976-2016). Predict the product of the given reaction. (1) Given the reactants [C:1]1([C:7]2[O:11][N:10]=[CH:9][C:8]=2/[CH:12]=[CH:13]/[C:14]([OH:16])=O)[CH:6]=[CH:5][CH:4]=[CH:3][CH:2]=1.C([N:19](CC)CC)C.C(Cl)(=O)OCC.N, predict the reaction product. The product is: [C:1]1([C:7]2[O:11][N:10]=[CH:9][C:8]=2/[CH:12]=[CH:13]/[C:14]([NH2:19])=[O:16])[CH:6]=[CH:5][CH:4]=[CH:3][CH:2]=1. (2) Given the reactants C([O:5][C:6](=O)[NH:7][C@@H:8]([CH3:33])[C:9]([N:11]1[CH2:16][CH2:15][CH2:14][C@@H:13]([C:17](=[O:32])[NH:18][C@@H:19]([C:21]2[CH:30]=[CH:29][C:28]3[C:23](=[CH:24][C:25]([Br:31])=[CH:26][CH:27]=3)[N:22]=2)[CH3:20])[NH:12]1)=[O:10])(C)(C)C.Cl.[CH:36]1([CH:39]([OH:43])C(O)=O)[CH2:38][CH2:37]1.C(N(CC)C(C)C)(C)C.F[P-](F)(F)(F)(F)F.N1(O[P+](N(C)C)(N(C)C)N(C)C)C2C=CC=CC=2N=N1, predict the reaction product. The product is: [Br:31][C:25]1[CH:24]=[C:23]2[C:28]([CH:29]=[CH:30][C:21]([C@H:19]([NH:18][C:17]([C@@H:13]3[CH2:14][CH2:15][CH2:16][N:11]([C:9](=[O:10])[C@@H:8]([NH:7][C:6](=[O:5])[CH:39]([CH:36]4[CH2:38][CH2:37]4)[OH:43])[CH3:33])[NH:12]3)=[O:32])[CH3:20])=[N:22]2)=[CH:27][CH:26]=1. (3) Given the reactants [F:1][C:2]1([F:26])[CH2:7][CH2:6][C:5]([CH2:9][NH:10][C:11]([C:13]2[C:14]3[CH:15]=[CH:16][C:17](Cl)=[N:18][C:19]=3[CH:20]=[CH:21][C:22]=2[Cl:23])=[O:12])([OH:8])[CH2:4][CH:3]1[CH3:25].CCN(C(C)C)C(C)C.[F:36][C@H:37]1[CH2:41][CH2:40][NH:39][CH2:38]1, predict the reaction product. The product is: [F:1][C:2]1([F:26])[CH2:7][CH2:6][C:5]([CH2:9][NH:10][C:11]([C:13]2[C:14]3[CH:15]=[CH:16][C:17]([N:39]4[CH2:40][CH2:41][C@H:37]([F:36])[CH2:38]4)=[N:18][C:19]=3[CH:20]=[CH:21][C:22]=2[Cl:23])=[O:12])([OH:8])[CH2:4][CH:3]1[CH3:25]. (4) Given the reactants [F:1][C:2]1[CH:7]=[C:6]([F:8])[C:5](=[O:9])[NH:4][C:3]=1[C:10]#[N:11].[H-].[Li+].[CH3:14]I, predict the reaction product. The product is: [F:1][C:2]1[CH:7]=[C:6]([F:8])[C:5](=[O:9])[N:4]([CH3:14])[C:3]=1[C:10]#[N:11]. (5) Given the reactants Br[C:2]1[CH:7]=[CH:6][C:5]([CH2:8]Br)=[CH:4][CH:3]=1.P([CH2:19][CH2:20][CH2:21][CH3:22])(CCCC)CCCC.[H-].[Na+].CO[C:27](=[O:40])[C:28]1[CH:33]=[CH:32][C:31]([C:34](=O)[CH2:35][CH:36]([CH3:38])[CH3:37])=[CH:30][CH:29]=1.C(N([CH2:46][CH3:47])CC)C.Cl.C[O:50][C:51](=[O:55])[CH2:52][CH2:53][NH2:54].CCN=C=N[CH2:61][CH2:62][CH2:63]N(C)C.[CH3:67]S(C)=O, predict the reaction product. The product is: [C:62]([C:2]1[CH:7]=[CH:6][C:5]([C:8]2[CH:22]=[CH:21][C:20]([CH2:19][CH:34]([C:31]3[CH:30]=[CH:29][C:28]([C:27]([NH:54][CH2:53][CH2:52][C:51]([OH:50])=[O:55])=[O:40])=[CH:33][CH:32]=3)[CH2:35][CH:36]([CH3:37])[CH3:38])=[CH:47][CH:46]=2)=[CH:4][CH:3]=1)([CH3:63])([CH3:67])[CH3:61].